The task is: Regression. Given a peptide amino acid sequence and an MHC pseudo amino acid sequence, predict their binding affinity value. This is MHC class I binding data.. This data is from Peptide-MHC class I binding affinity with 185,985 pairs from IEDB/IMGT. (1) The MHC is HLA-A01:01 with pseudo-sequence HLA-A01:01. The binding affinity (normalized) is 0.0847. The peptide sequence is AMQDPNPEV. (2) The peptide sequence is IELEHLRGL. The MHC is HLA-B18:01 with pseudo-sequence HLA-B18:01. The binding affinity (normalized) is 0.787. (3) The peptide sequence is GERQNATEI. The MHC is HLA-B45:01 with pseudo-sequence HLA-B45:01. The binding affinity (normalized) is 0.193.